This data is from Full USPTO retrosynthesis dataset with 1.9M reactions from patents (1976-2016). The task is: Predict the reactants needed to synthesize the given product. (1) Given the product [CH2:27]([N:1]1[CH2:2][CH:3]([N:5]2[C:9]3[N:10]=[C:11]([C:20]4[CH:21]=[C:22]([OH:26])[CH:23]=[CH:24][CH:25]=4)[N:12]=[C:13]([N:14]4[CH2:19][CH2:18][O:17][CH2:16][CH2:15]4)[C:8]=3[N:7]=[N:6]2)[CH2:4]1)[C:28]1[CH:33]=[CH:32][CH:31]=[CH:30][CH:29]=1, predict the reactants needed to synthesize it. The reactants are: [NH:1]1[CH2:4][CH:3]([N:5]2[C:9]3[N:10]=[C:11]([C:20]4[CH:21]=[C:22]([OH:26])[CH:23]=[CH:24][CH:25]=4)[N:12]=[C:13]([N:14]4[CH2:19][CH2:18][O:17][CH2:16][CH2:15]4)[C:8]=3[N:7]=[N:6]2)[CH2:2]1.[CH:27](=O)[C:28]1[CH:33]=[CH:32][CH:31]=[CH:30][CH:29]=1.[BH3-]C#N.[Na+]. (2) The reactants are: S(=O)(=O)(O)O.[C-:6]#[N:7].[Na+].[F:9][C:10]1[CH:15]=[CH:14][C:13]([CH:16]=[C:17]([CH3:19])[CH3:18])=[CH:12][C:11]=1[CH3:20].[OH-:21].[Na+]. Given the product [F:9][C:10]1[CH:15]=[CH:14][C:13]([CH2:16][C:17]([NH:7][CH:6]=[O:21])([CH3:18])[CH3:19])=[CH:12][C:11]=1[CH3:20], predict the reactants needed to synthesize it. (3) Given the product [OH:6][C:7]1[CH:8]=[C:9]([C:15]([C@@H:17]2[C@:26]3([CH3:27])[C@H:21]([C:22]([CH3:28])([CH3:29])[CH2:23][CH2:24][CH2:25]3)[CH2:20][C@@H:19]([CH2:30][NH:31][C:32](=[O:34])[CH3:33])[C@H:18]2[CH3:35])=[O:16])[CH:10]=[C:11]([OH:13])[CH:12]=1, predict the reactants needed to synthesize it. The reactants are: B(Br)(Br)Br.C[O:6][C:7]1[CH:8]=[C:9]([C:15]([C@@H:17]2[C@:26]3([CH3:27])[C@H:21]([C:22]([CH3:29])([CH3:28])[CH2:23][CH2:24][CH2:25]3)[CH2:20][C@@H:19]([CH2:30][NH:31][C:32](=[O:34])[CH3:33])[C@H:18]2[CH3:35])=[O:16])[CH:10]=[C:11]([O:13]C)[CH:12]=1.CO. (4) Given the product [CH3:9][O:8][C:5]1[CH:6]=[CH:7][C:2]([C:13]2[CH:14]=[CH:15][CH:16]=[CH:17][C:12]=2[CH3:11])=[C:3]([F:10])[CH:4]=1, predict the reactants needed to synthesize it. The reactants are: Br[C:2]1[CH:7]=[CH:6][C:5]([O:8][CH3:9])=[CH:4][C:3]=1[F:10].[CH3:11][C:12]1[CH:17]=[CH:16][CH:15]=[CH:14][C:13]=1B(O)O.C(=O)([O-])[O-].[Na+].[Na+].CCOC(C)=O. (5) Given the product [F:1][C:2]([F:28])([F:27])[C:3]1[CH:22]=[CH:21][C:20]([C:23]([F:26])([F:25])[F:24])=[CH:19][C:4]=1[CH2:5][O:6][C:7]1[CH:8]=[C:9]([CH:12]=[C:13]([C:15]([F:18])([F:17])[F:16])[CH:14]=1)[CH:10]=[O:30], predict the reactants needed to synthesize it. The reactants are: [F:1][C:2]([F:28])([F:27])[C:3]1[CH:22]=[CH:21][C:20]([C:23]([F:26])([F:25])[F:24])=[CH:19][C:4]=1[CH2:5][O:6][C:7]1[CH:8]=[C:9]([CH:12]=[C:13]([C:15]([F:18])([F:17])[F:16])[CH:14]=1)[C:10]#N.C(O)=[O:30].